Predict the reaction yield, written as a fraction of the theoretical maximum amount of product (1.0 means a 100% yield; for example, 0.34 means a 34% yield). From a dataset of Reaction yield outcomes from USPTO patents with 853,638 reactions. The reactants are [CH2:1]([N:5]([CH2:29][CH2:30][CH2:31][CH3:32])[C:6]1[CH:11]=[CH:10][C:9]([CH:12]=[CH:13][C:14]2[CH2:19][C:18]([CH3:21])([CH3:20])[CH2:17][C:16](=[CH:22][CH:23]=O)[C:15]=2[O:25][CH3:26])=[C:8]([O:27][CH3:28])[CH:7]=1)[CH2:2][CH2:3][CH3:4].[C:33]([C:35]1[C:36](=[C:46]([C:49]#[N:50])[C:47]#[N:48])[O:37][C:38]([CH3:45])([C:41]([F:44])([F:43])[F:42])[C:39]=1[CH3:40])#[N:34]. The catalyst is C(O)C. The product is [CH2:29]([N:5]([CH2:1][CH2:2][CH2:3][CH3:4])[C:6]1[CH:11]=[CH:10][C:9]([CH:12]=[CH:13][C:14]2[CH2:19][C:18]([CH3:21])([CH3:20])[CH2:17][C:16](=[CH:22][CH:23]=[CH:40][C:39]3[C:38]([CH3:45])([C:41]([F:44])([F:42])[F:43])[O:37][C:36](=[C:46]([C:47]#[N:48])[C:49]#[N:50])[C:35]=3[C:33]#[N:34])[C:15]=2[O:25][CH3:26])=[C:8]([O:27][CH3:28])[CH:7]=1)[CH2:30][CH2:31][CH3:32]. The yield is 0.736.